From a dataset of Catalyst prediction with 721,799 reactions and 888 catalyst types from USPTO. Predict which catalyst facilitates the given reaction. (1) Reactant: [CH3:1][O:2][C:3]1[CH:4]=[C:5]2[C:41](=[CH:42][C:43]=1[OH:44])[C:8]1[N:9]([CH2:33][O:34][CH2:35][CH2:36][Si:37]([CH3:40])([CH3:39])[CH3:38])[N:10]=[C:11]([C:12]3[CH:17]=[CH:16][C:15]([C:18]4[CH:23]=[CH:22][C:21]([O:24][CH2:25][O:26][CH2:27][CH2:28][Si:29]([CH3:32])([CH3:31])[CH3:30])=[CH:20][CH:19]=4)=[CH:14][CH:13]=3)[C:7]=1[CH2:6]2.[H-].[Na+].C1(N[S:54]([C:57]([F:60])([F:59])[F:58])(=[O:56])=[O:55])C=CC=CC=1. Product: [F:58][C:57]([F:60])([F:59])[S:54]([O:44][C:43]1[CH:42]=[C:41]2[C:5]([CH2:6][C:7]3[C:11]([C:12]4[CH:17]=[CH:16][C:15]([C:18]5[CH:19]=[CH:20][C:21]([O:24][CH2:25][O:26][CH2:27][CH2:28][Si:29]([CH3:32])([CH3:31])[CH3:30])=[CH:22][CH:23]=5)=[CH:14][CH:13]=4)=[N:10][N:9]([CH2:33][O:34][CH2:35][CH2:36][Si:37]([CH3:40])([CH3:39])[CH3:38])[C:8]=32)=[CH:4][C:3]=1[O:2][CH3:1])(=[O:56])=[O:55]. The catalyst class is: 1. (2) Product: [OH:29][C:28]1[CH:30]=[CH:31][CH:32]=[CH:33][C:27]=1/[CH:26]=[N:2]/[NH:1][C:3](=[O:25])[CH:4]([NH:16][C:17](=[O:24])[C:18]1[CH:23]=[CH:22][CH:21]=[CH:20][CH:19]=1)[C:5]1[C:14]2[C:9](=[CH:10][CH:11]=[CH:12][CH:13]=2)[C:8](=[O:15])[NH:7][N:6]=1. Reactant: [NH:1]([C:3](=[O:25])[CH:4]([NH:16][C:17](=[O:24])[C:18]1[CH:23]=[CH:22][CH:21]=[CH:20][CH:19]=1)[C:5]1[C:14]2[C:9](=[CH:10][CH:11]=[CH:12][CH:13]=2)[C:8](=[O:15])[NH:7][N:6]=1)[NH2:2].[CH:26](=O)[C:27]1[C:28](=[CH:30][CH:31]=[CH:32][CH:33]=1)[OH:29].C(O)(=O)C. The catalyst class is: 8.